This data is from Drug-target binding data from BindingDB using IC50 measurements. The task is: Regression. Given a target protein amino acid sequence and a drug SMILES string, predict the binding affinity score between them. We predict pIC50 (pIC50 = -log10(IC50 in M); higher means more potent). Dataset: bindingdb_ic50. (1) The compound is CC(Br)CCn1c(=O)c(C2=Nc3ccccc3S(=O)(=O)N2)c(O)c2ccccc21. The target protein sequence is RTEEAIYQCCDLDPQARVAIRSLTERLYVGGPLTNSRGENCGYRRRASGVLTTSCGNTLTCYIKAQAACRAAGRQDCTMLVCGDDLVVICESAGVQEDAASLRAFTEAMTRYSAPPGDPPQPEYDLELITSCSSNVSVAHDGAGKRVYYLTRDPTTPLARAAWETARHTPVNSWLGNIIMFAPTLWVRMIMLTHFFSVLIARDQLEQALDCEIYGACYSIEPLLPPIIQ. The pIC50 is 6.5. (2) The small molecule is O=c1c(O)c(-c2cc(O)c(O)c(O)c2)oc2cc(O)cc(O)c12. The target protein sequence is MRFLIIHIAVIVLPFVLMIDVKRENSFFLRHSPKRLYKKADYNNMYDKIIKKQQNRIYDVSSQINQDNINGQNISFNLTFPNYDTSIDIEDIKKILPHRYPFLLVDKVIYMQPNKTIIGLKQVSTNEPFFNGHFPQKQIMPGVLQIEALAQLAGILCLKSDDSQKNNLFLFAGVDGVRWKKPVLPGDTLTMQANLISFKSSLGIAKLSGVGYVNGKVVINISEMTFALSK. The pIC50 is 5.7. (3) The small molecule is Cc1cc2[nH]ncc2cc1-c1ccccc1C(F)(F)F. The target protein (Q8BLA8) has sequence MKRGLRRILLPEERKEVQGVVYRGVGEDMDCSKESFKVDIEGDMCRLEDFIKNRRKLSKYEDENLCPLHHAAAEGQVELMELIINGSSCEVLNIMDGYGNTPLHCAAEKNQVESVKFLLSQGANPNLRNRNMMSPLHIAVHGMYNEVIKVLTEHKATNINLEGENGNTALMSTCAKDNSEALQILLEKGAKLCKSNKWGDYPVHQAAFSGAKKCMELILAYGEKNGYSRETHINFVNHKKASPLHLAVQSGDLDMIKMCLDNGAHIDMMENAKCMALHFAATQGATDIVKLMISSYTGSSDIVNAVDGNQETLLHRASLFDHHDLAEYLISVGADINSTDSEGRSPLILATASASWNIVNLLLCKGAKVDIKDHLGRNFLHLTVQQPYGLRNLRPEFMQMQHIKELVMDEDNDGCTPLHYACRQGVPVSVNNLLGFNVSIHSKSKDKKSPLHFAASYGRINTCQRLLQDISDTRLLNEGDLHGMTPLHLAAKNGHDKVVQ.... The pIC50 is 7.3. (4) The small molecule is O=C1OCc2cc(F)ccc21. The target protein (P26637) has sequence MSSGLVLENTARRDALIAIEKKYQKIWAEEHQFEIDAPSIEDEPITMDSEELHRTYPKFMSSMAYPYMNGVMHAGHCFTLSKVEFSIGFERMNGKRALFPLGFHCTGMPILACADKLKREAELFGKNFDNVPAEEEEIKEETPAEKDHEDVTKFKAKKSKAAAKKGRGKYQFEIMLQLGIPREEIIKFADAKYWLTYFPPLCESDCTSLGARIDWRRSFVTTDANPYYDAFIRWQMNKLKAAGKIKFGERYTIYSEKDGQACMDHDRQSGEGVTPQEYIGVKIEALEFADDAAKIIDSSSDLDKSKKFYFVAATLRPETMYGQTCCFVSPTIEYGIFDAGDSYFITTERAFKNMSYQKLTPKRGFYKPIVTVPGKAFIGTKIHAPQSVYPELRILPMETVIATKGTGVVTCVPSNSPDDYITTKDLLHKPEYYGIKPEWIDHEIVPIMHTEKYGDLTAKAIVEEKKIQSPKDKNLLAEAKKIAYKEDYYTGTMIYGPYKG.... The pIC50 is 4.0. (5) The drug is O=c1c2cc(O)c(O)cc2oc2cc(O)c([C@@H]3O[C@H](CO)[C@@H](O)[C@H](O)[C@H]3O)c(O)c12. The target protein (P15693) has sequence MQGDWVLLLLLGLRIHLSFGVIPVEEENPVFWNQKAKEALDVAKKLQPIQTSAKNLILFLGDGMGVPTVTATRILKGQLGGHLGPETPLAMDHFPFTALSKTYNVDRQVPDSAGTATAYLCGVKANYKTIGVSAAARFNQCNSTFGNEVFSVMHRAKKAGKSVGVVTTTRVQHASPAGTYAHTVNRDWYSDADMPSSALQEGCKDIATQLISNMDIDVILGGGRKFMFPKGTPDPEYPGDSDQSGVRLDSRNLVEEWLAKYQGTRYVWNREQLMQASQDPAVTRLMGLFEPTEMKYDVNRNASADPSLAEMTEVAVRLLSRNPQGFYLFVEGGRIDQGHHAGTAYLALTEAVMFDSAIEKASQLTNEKDTLTLITADHSHVFAFGGYTLRGTSIFGLAPLNAQDGKSYTSILYGNGPGYVLNSGNRPNVTDAESGDVNYKQQAAVPLSSETHGGEDVAIFARGPQAHLVHGVQEQNYIAHVMAFAGCLEPYTDCGLAPPA.... The pIC50 is 4.8. (6) The small molecule is Clc1cccc(-c2ccc3ncnc(NCc4cccs4)c3c2)c1. The target protein (Q9HAZ1) has sequence MRHSKRTHCPDWDSRESWGHESYRGSHKRKRRSHSSTQENRHCKPHHQFKESDCHYLEARSLNERDYRDRRYVDEYRNDYCEGYVPRHYHRDIESGYRIHCSKSSVRSRRSSPKRKRNRHCSSHQSRSKSHRRKRSRSIEDDEEGHLICQSGDVLRARYEIVDTLGEGAFGKVVECIDHGMDGMHVAVKIVKNVGRYREAARSEIQVLEHLNSTDPNSVFRCVQMLEWFDHHGHVCIVFELLGLSTYDFIKENSFLPFQIDHIRQMAYQICQSINFLHHNKLTHTDLKPENILFVKSDYVVKYNSKMKRDERTLKNTDIKVVDFGSATYDDEHHSTLVSTRHYRAPEVILALGWSQPCDVWSIGCILIEYYLGFTVFQTHDSKEHLAMMERILGPIPQHMIQKTRKRKYFHHNQLDWDEHSSAGRYVRRRCKPLKEFMLCHDEEHEKLFDLVRRMLEYDPTQRITLDEALQHPFFDLLKKK. The pIC50 is 5.0. (7) The compound is COc1ccccc1-c1c(C#N)c(N)nc2sc(C(=O)c3ccccc3)c(N)c12. The target protein sequence is MSLNAAAAADERSRKEMDRFQVERMAGQGTFGTVQLGKEKSTGMSVAIKKVIQDPRFRNRELQIMQDLAVLHHPNIVQLQSYFYTLGERDRRDIYLNVVMEYVPDTLHRCCRNYYRRQVAPPPILIKVFLFQLIRSIGCLHLPSVNVCHRDIKPHNVLVNEADGTLKLCDFGSAKKLSPSEPNVAYICSRYYRAPELIFGNQHYTTAVDIWSVGCIFAEMMLGEPIFRGDNSAGQLHEIVRVLGCPSREVLRKLNPSHTDVDLYNSKGIPWSNVFSDHSLKDAKEAYDLLSALLQYLPEERMKPYEALCHPYFDELHDPATKLPNNKDLPEDLFRFLPNEIEVMSEAQKAKLVRK. The pIC50 is 4.0. (8) The small molecule is O=C(NCc1ccccn1)c1c2n(c3c(N4CCN(CCc5ccc(F)c(F)c5)CC4)ncnc13)CCCC2. The target protein (O35379) has sequence MALRSFCSADGSDPLWDWNVTWHTSNPDFTKCFQNTVLTWVPCFYLWSCFPLYFFYLSRHDRGYIQMTHLNKTKTALGFFLWIICWADLFYSFWERSQGVLRAPVLLVSPTLLGITMLLATFLIQLERRKGVQSSGIMLTFWLVALLCALAILRSKIISALKKDAHVDVFRDSTFYLYFTLVLVQLVLSCFSDCSPLFSETVHDRNPCPESSASFLSRITFWWITGMMVHGYRQPLESSDLWSLNKEDTSEEVVPVLVNNWKKECDKSRKQPVRIVYAPPKDPSKPKGSSQLDVNEEVEALIVKSPHKDREPSLFKVLYKTFGPYFLMSFLYKALHDLMMFAGPKILELIINFVNDREAPDWQGYFYTALLFVSACLQTLALHQYFHICFVSGMRIKTAVVGAVYRKALLITNAARKSSTVGEIVNLMSVDAQRFMDLATYINMIWSAPLQVILALYFLWLSLGPSVLAGVAVMILMVPLNAVMAMKTKTYQVAHMKSKD.... The pIC50 is 4.5. (9) The target protein (P00787) has sequence MWWSLIPLSCLLALTSAHDKPSSHPLSDDMINYINKQNTTWQAGRNFYNVDISYLKKLCGTVLGGPNLPERVGFSEDINLPESFDAREQWSNCPTIAQIRDQGSCGSCWAFGAVEAMSDRICIHTNGRVNVEVSAEDLLTCCGIQCGDGCNGGYPSGAWNFWTRKGLVSGGVYNSHIGCLPYTIPPCEHHVNGSRPPCTGEGDTPKCNKMCEAGYSTSYKEDKHYGYTSYSVSDSEKEIMAEIYKNGPVEGAFTVFSDFLTYKSGVYKHEAGDVMGGHAIRILGWGIENGVPYWLVANSWNVDWGDNGFFKILRGENHCGIESEIVAGIPRTQQYWGRF. The small molecule is O=C(N[C@@H](Cc1ccccc1)C(=O)N[C@@H]1C(=O)N[C@H]1OCc1ccccc1)OCc1ccccc1. The pIC50 is 4.5.